From a dataset of NCI-60 drug combinations with 297,098 pairs across 59 cell lines. Regression. Given two drug SMILES strings and cell line genomic features, predict the synergy score measuring deviation from expected non-interaction effect. (1) Drug 1: CN1C2=C(C=C(C=C2)N(CCCl)CCCl)N=C1CCCC(=O)O.Cl. Drug 2: COC1=C2C(=CC3=C1OC=C3)C=CC(=O)O2. Cell line: OVCAR-8. Synergy scores: CSS=1.91, Synergy_ZIP=-0.105, Synergy_Bliss=0.211, Synergy_Loewe=-1.93, Synergy_HSA=-1.04. (2) Drug 1: C1=NC2=C(N=C(N=C2N1C3C(C(C(O3)CO)O)F)Cl)N. Drug 2: CC=C1C(=O)NC(C(=O)OC2CC(=O)NC(C(=O)NC(CSSCCC=C2)C(=O)N1)C(C)C)C(C)C. Cell line: CCRF-CEM. Synergy scores: CSS=71.5, Synergy_ZIP=0.00354, Synergy_Bliss=-0.744, Synergy_Loewe=-9.96, Synergy_HSA=-2.28. (3) Drug 1: CC1C(C(CC(O1)OC2CC(OC(C2O)C)OC3=CC4=CC5=C(C(=O)C(C(C5)C(C(=O)C(C(C)O)O)OC)OC6CC(C(C(O6)C)O)OC7CC(C(C(O7)C)O)OC8CC(C(C(O8)C)O)(C)O)C(=C4C(=C3C)O)O)O)O. Drug 2: CC1=C(N=C(N=C1N)C(CC(=O)N)NCC(C(=O)N)N)C(=O)NC(C(C2=CN=CN2)OC3C(C(C(C(O3)CO)O)O)OC4C(C(C(C(O4)CO)O)OC(=O)N)O)C(=O)NC(C)C(C(C)C(=O)NC(C(C)O)C(=O)NCCC5=NC(=CS5)C6=NC(=CS6)C(=O)NCCC[S+](C)C)O. Cell line: CAKI-1. Synergy scores: CSS=40.5, Synergy_ZIP=-0.950, Synergy_Bliss=-1.28, Synergy_Loewe=0.130, Synergy_HSA=1.72. (4) Drug 1: CCCCC(=O)OCC(=O)C1(CC(C2=C(C1)C(=C3C(=C2O)C(=O)C4=C(C3=O)C=CC=C4OC)O)OC5CC(C(C(O5)C)O)NC(=O)C(F)(F)F)O. Drug 2: CS(=O)(=O)OCCCCOS(=O)(=O)C. Cell line: HCT-15. Synergy scores: CSS=37.2, Synergy_ZIP=2.00, Synergy_Bliss=4.59, Synergy_Loewe=-9.57, Synergy_HSA=0.443.